From a dataset of Full USPTO retrosynthesis dataset with 1.9M reactions from patents (1976-2016). Predict the reactants needed to synthesize the given product. (1) The reactants are: [CH2:1]=[CH:2][CH:3]([OH:6])[CH2:4][OH:5].[CH3:7][CH:8]([CH:14]=[C:15]([CH3:17])[CH3:16])[CH2:9][CH2:10][C:11](=O)[CH3:12]. Given the product [CH3:7][CH:8]([CH:14]=[C:15]([CH3:17])[CH3:16])[CH2:9][CH2:10][C:11]1([CH3:12])[O:6][CH:3]([CH:2]=[CH2:1])[CH2:4][O:5]1, predict the reactants needed to synthesize it. (2) The reactants are: [F:1][C:2]1[CH:7]=[CH:6][C:5]([C@@H:8]([O:15][Si:16]([CH3:22])([CH3:21])[C:17]([CH3:20])([CH3:19])[CH3:18])[CH2:9][S:10][CH2:11][C:12]([OH:14])=O)=[CH:4][CH:3]=1.C(N(CC)CC)C.[Cl-].[C:31]1([C@H:37]2[CH2:41][O:40][C:39](=[O:42])[NH:38]2)[CH:36]=[CH:35][CH:34]=[CH:33][CH:32]=1. Given the product [F:1][C:2]1[CH:3]=[CH:4][C:5]([C@@H:8]([O:15][Si:16]([CH3:22])([CH3:21])[C:17]([CH3:20])([CH3:19])[CH3:18])[CH2:9][S:10][CH2:11][C:12]([N:38]2[C@@H:37]([C:31]3[CH:36]=[CH:35][CH:34]=[CH:33][CH:32]=3)[CH2:41][O:40][C:39]2=[O:42])=[O:14])=[CH:6][CH:7]=1, predict the reactants needed to synthesize it. (3) Given the product [CH2:1]([N:8]1[CH:12]=[C:11]([C:13]2[CH:22]=[C:21]([OH:44])[C:20]3[C:15](=[C:16]([CH3:26])[C:17]([O:24][CH3:25])=[CH:18][CH:19]=3)[N:14]=2)[CH:10]=[N:9]1)[C:2]1[CH:7]=[CH:6][CH:5]=[CH:4][CH:3]=1, predict the reactants needed to synthesize it. The reactants are: [CH2:1]([N:8]1[CH:12]=[C:11]([C:13]2[CH:22]=[C:21](Cl)[C:20]3[C:15](=[C:16]([CH3:26])[C:17]([O:24][CH3:25])=[CH:18][CH:19]=3)[N:14]=2)[CH:10]=[N:9]1)[C:2]1[CH:7]=[CH:6][CH:5]=[CH:4][CH:3]=1.C(N1C=C(C2C=C([OH:44])C3C(=C(C)C(OC)=CC=3)N=2)C=N1)C.